Dataset: Reaction yield outcomes from USPTO patents with 853,638 reactions. Task: Predict the reaction yield, written as a fraction of the theoretical maximum amount of product (1.0 means a 100% yield; for example, 0.34 means a 34% yield). (1) The reactants are [CH:1]([C:4]1[CH:12]=[CH:11][C:10]2[NH:9][C:8]3[CH2:13][CH2:14][N:15]([CH3:17])[CH2:16][C:7]=3[C:6]=2[CH:5]=1)([CH3:3])[CH3:2].[OH-].[K+].[CH3:20][C:21]1[CH:26]=[N:25][C:24]([CH:27]=[CH2:28])=[CH:23][N:22]=1. The catalyst is CN1CCCC1=O.O. The product is [CH:1]([C:4]1[CH:12]=[CH:11][C:10]2[N:9]([CH2:28][CH2:27][C:24]3[CH:23]=[N:22][C:21]([CH3:20])=[CH:26][N:25]=3)[C:8]3[CH2:13][CH2:14][N:15]([CH3:17])[CH2:16][C:7]=3[C:6]=2[CH:5]=1)([CH3:3])[CH3:2]. The yield is 0.160. (2) The catalyst is O.CN(C)C=O. The reactants are [OH-].[K+].[C:3]1([C:9]2[S:16][C:15]3[CH:14]=[N:13][NH:12][C:11]=3[CH:10]=2)[CH:8]=[CH:7][CH:6]=[CH:5][CH:4]=1.[I:17]I.OS([O-])=O.[Na+]. The yield is 0.910. The product is [I:17][C:14]1[C:15]2[S:16][C:9]([C:3]3[CH:4]=[CH:5][CH:6]=[CH:7][CH:8]=3)=[CH:10][C:11]=2[NH:12][N:13]=1. (3) The yield is 0.350. The product is [CH3:3][N:2]([CH2:4][CH:5]1[CH2:10][CH2:9][CH2:8][CH2:7][C:6]1([C:12]1[CH:13]=[C:14]([CH:18]=[CH:19][CH:20]=1)[C:15]([N:26]([CH2:27][CH3:28])[CH2:24][CH3:25])=[O:17])[OH:11])[CH3:1]. The catalyst is O. The reactants are [CH3:1][N:2]([CH2:4][CH:5]1[CH2:10][CH2:9][CH2:8][CH2:7][C:6]1([C:12]1[CH:13]=[C:14]([CH:18]=[CH:19][CH:20]=1)[C:15]([OH:17])=O)[OH:11])[CH3:3].C(Cl)Cl.[CH2:24]([NH:26][CH2:27][CH3:28])[CH3:25].CN(C(ON1N=NC2C=CC=NC1=2)=[N+](C)C)C.F[P-](F)(F)(F)(F)F.